From a dataset of Peptide-MHC class II binding affinity with 134,281 pairs from IEDB. Regression. Given a peptide amino acid sequence and an MHC pseudo amino acid sequence, predict their binding affinity value. This is MHC class II binding data. The peptide sequence is ILPNTLVLDFCDDAL. The MHC is DRB1_1201 with pseudo-sequence DRB1_1201. The binding affinity (normalized) is 0.463.